Regression. Given a peptide amino acid sequence and an MHC pseudo amino acid sequence, predict their binding affinity value. This is MHC class I binding data. From a dataset of Peptide-MHC class I binding affinity with 185,985 pairs from IEDB/IMGT. The binding affinity (normalized) is 0.903. The MHC is HLA-A24:02 with pseudo-sequence HLA-A24:02. The peptide sequence is NYILWENNI.